Dataset: HIV replication inhibition screening data with 41,000+ compounds from the AIDS Antiviral Screen. Task: Binary Classification. Given a drug SMILES string, predict its activity (active/inactive) in a high-throughput screening assay against a specified biological target. (1) The drug is CNC1=Nc2ccc(Cl)cc2C2(c3ccccc3)N(C1)OC(=O)N2C.Cl. The result is 0 (inactive). (2) The molecule is NC(=O)Nc1ccc(C(=O)NCCCNC(=O)c2ccc(NC(N)=O)cc2)cc1. The result is 0 (inactive). (3) The drug is N=C(NNS(=O)(=O)c1ccccc1)C(F)(F)F. The result is 0 (inactive). (4) The drug is CCOc1ncn(-c2ccc(NC(=S)Nc3cccc(O)c3)cc2)n1. The result is 0 (inactive). (5) The molecule is CC(=O)OCC12CCC3C4(C)CCCC(C)(C)C4CCC3(C)C1CC(C1=CC(=O)OC1O)O2. The result is 0 (inactive).